Dataset: Full USPTO retrosynthesis dataset with 1.9M reactions from patents (1976-2016). Task: Predict the reactants needed to synthesize the given product. (1) Given the product [CH3:2][O:3][C:4](=[O:11])[C@@H:5]([N:6]1[CH2:27][C:26]([O:29][C:30]2[CH:35]=[CH:34][CH:33]=[C:32]([C:36]([F:38])([F:39])[F:37])[CH:31]=2)=[CH:25][C:24]1=[O:23])[CH2:7][CH:8]([CH3:10])[CH3:9], predict the reactants needed to synthesize it. The reactants are: Cl.[CH3:2][O:3][C:4](=[O:11])[C@H:5]([CH2:7][CH:8]([CH3:10])[CH3:9])[NH2:6].C(N(CC)C(C)C)(C)C.C([O:23][C:24](=O)[CH:25]=[C:26]([O:29][C:30]1[CH:35]=[CH:34][CH:33]=[C:32]([C:36]([F:39])([F:38])[F:37])[CH:31]=1)[CH2:27]Br)C. (2) Given the product [Cl:17][CH2:9][C:8]([C:5]1[CH:6]=[CH:7][C:2]([F:1])=[C:3]([N+:11]([O-:13])=[O:12])[CH:4]=1)=[O:10], predict the reactants needed to synthesize it. The reactants are: [F:1][C:2]1[CH:7]=[CH:6][C:5]([C:8](=[O:10])[CH3:9])=[CH:4][C:3]=1[N+:11]([O-:13])=[O:12].CO.C(Cl)[Cl:17].